This data is from Catalyst prediction with 721,799 reactions and 888 catalyst types from USPTO. The task is: Predict which catalyst facilitates the given reaction. (1) Reactant: FC(F)(F)S(O[C:7]1[C:12]2[CH:13]=[N:14][N:15]([CH2:16][O:17][CH2:18][CH2:19][Si:20]([CH3:23])([CH3:22])[CH3:21])[C:11]=2[CH:10]=[C:9]([C:24]2[CH:29]=[C:28]([F:30])[C:27]([O:31][CH2:32][O:33][CH2:34][CH2:35][Si:36]([CH3:39])([CH3:38])[CH3:37])=[CH:26][C:25]=2[CH2:40][CH3:41])[N:8]=1)(=O)=O.Cl.[NH2:45][CH2:46][C:47]1[CH:52]=[CH:51][CH:50]=[CH:49][C:48]=1[N:53]([CH2:58][CH2:59][O:60][CH2:61][C:62]1[CH:67]=[CH:66][CH:65]=[CH:64][CH:63]=1)[S:54]([CH3:57])(=[O:56])=[O:55].C(N(CC)CC)C. Product: [CH2:61]([O:60][CH2:59][CH2:58][N:53]([C:48]1[CH:49]=[CH:50][CH:51]=[CH:52][C:47]=1[CH2:46][NH:45][C:7]1[C:12]2[CH:13]=[N:14][N:15]([CH2:16][O:17][CH2:18][CH2:19][Si:20]([CH3:22])([CH3:21])[CH3:23])[C:11]=2[CH:10]=[C:9]([C:24]2[CH:29]=[C:28]([F:30])[C:27]([O:31][CH2:32][O:33][CH2:34][CH2:35][Si:36]([CH3:37])([CH3:39])[CH3:38])=[CH:26][C:25]=2[CH2:40][CH3:41])[N:8]=1)[S:54]([CH3:57])(=[O:56])=[O:55])[C:62]1[CH:63]=[CH:64][CH:65]=[CH:66][CH:67]=1. The catalyst class is: 3. (2) Reactant: [CH2:1]([O:8][C:9]1[C:14](=[O:15])[N:13]2[CH:16]=[CH:17][N:18]([CH2:19][C:20]([N:22]3[CH2:27][CH2:26][N:25](C(OC(C)(C)C)=O)[CH2:24][CH2:23]3)=[O:21])[C:12]2=[N:11][C:10]=1[C:35]1[S:36][C:37]([CH2:40][C:41]2[CH:46]=[CH:45][C:44]([F:47])=[CH:43][CH:42]=2)=[CH:38][N:39]=1)[C:2]1[CH:7]=[CH:6][CH:5]=[CH:4][CH:3]=1.C(=O)(O)[O-].[Na+]. Product: [CH2:1]([O:8][C:9]1[C:14](=[O:15])[N:13]2[CH:16]=[CH:17][N:18]([CH2:19][C:20](=[O:21])[N:22]3[CH2:27][CH2:26][NH:25][CH2:24][CH2:23]3)[C:12]2=[N:11][C:10]=1[C:35]1[S:36][C:37]([CH2:40][C:41]2[CH:42]=[CH:43][C:44]([F:47])=[CH:45][CH:46]=2)=[CH:38][N:39]=1)[C:2]1[CH:7]=[CH:6][CH:5]=[CH:4][CH:3]=1. The catalyst class is: 240. (3) Reactant: [Cl:1][C:2]1[CH:19]=[CH:18][C:17]([S:20]([N:23]2[C:32]3[C:27](=[CH:28][CH:29]=[CH:30][CH:31]=3)[CH2:26][CH2:25][CH2:24]2)(=[O:22])=[O:21])=[CH:16][C:3]=1[NH:4][CH2:5][C:6]1[CH:11]=[C:10]([F:12])[CH:9]=[CH:8][C:7]=1[N+:13]([O-])=O.Cl.[CH2:34]([OH:36])C. Product: [Cl:1][C:2]1[CH:19]=[CH:18][C:17]([S:20]([N:23]2[C:32]3[C:27](=[CH:28][CH:29]=[CH:30][CH:31]=3)[CH2:26][CH2:25][CH2:24]2)(=[O:21])=[O:22])=[CH:16][C:3]=1[N:4]1[CH2:5][C:6]2[C:7](=[CH:8][CH:9]=[C:10]([F:12])[CH:11]=2)[NH:13][C:34]1=[O:36]. The catalyst class is: 662. (4) Reactant: [CH2:1]([O:8][C:9](=[O:22])[N:10]([CH3:21])[CH2:11][C@H:12]1[CH2:17][CH2:16][C@H:15]([CH2:18][CH:19]=[O:20])[CH2:14][CH2:13]1)[C:2]1[CH:7]=[CH:6][CH:5]=[CH:4][CH:3]=1.[BH4-].[Na+].Cl.C(=O)(O)[O-].[Na+]. Product: [CH2:1]([O:8][C:9](=[O:22])[N:10]([CH2:11][C@H:12]1[CH2:13][CH2:14][C@H:15]([CH2:18][CH2:19][OH:20])[CH2:16][CH2:17]1)[CH3:21])[C:2]1[CH:7]=[CH:6][CH:5]=[CH:4][CH:3]=1. The catalyst class is: 5.